Dataset: Full USPTO retrosynthesis dataset with 1.9M reactions from patents (1976-2016). Task: Predict the reactants needed to synthesize the given product. (1) Given the product [C:1]([O:5][C:6]([N:8]1[CH2:13][CH2:12][N:11]([CH2:15][CH2:16][CH2:17][OH:18])[CH2:10][CH2:9]1)=[O:7])([CH3:4])([CH3:2])[CH3:3], predict the reactants needed to synthesize it. The reactants are: [C:1]([O:5][C:6]([N:8]1[CH2:13][CH2:12][NH:11][CH2:10][CH2:9]1)=[O:7])([CH3:4])([CH3:3])[CH3:2].Br[CH2:15][CH2:16][CH2:17][OH:18].C(=O)([O-])[O-].[K+].[K+]. (2) The reactants are: Cl.[Cl:2][C:3]1[CH:4]=[CH:5][C:6]([O:26][CH2:27][CH:28]([CH3:30])[CH3:29])=[C:7]([C:9](F)(F)[C:10]2[S:11][CH:12]=[C:13]([C:15]3[NH:19][C:18]4[CH:20]=[CH:21][CH:22]=[CH:23][C:17]=4[N:16]=3)[N:14]=2)[CH:8]=1.NC1C=C(C=CC=1N)[C:35]([O:37][CH3:38])=[O:36]. Given the product [Cl:2][C:3]1[CH:4]=[CH:5][C:6]([O:26][CH2:27][CH:28]([CH3:30])[CH3:29])=[C:7]([CH2:9][C:10]2[S:11][CH:12]=[C:13]([C:15]3[NH:19][C:18]4[CH:20]=[CH:21][C:22]([C:35]([O:37][CH3:38])=[O:36])=[CH:23][C:17]=4[N:16]=3)[N:14]=2)[CH:8]=1, predict the reactants needed to synthesize it. (3) The reactants are: C[Sn](C)(C)[C:3]1[CH:17]=[CH:16][C:6]([O:7][CH:8]2[CH:13]3[CH2:14][CH2:15][N:10]([CH2:11][CH2:12]3)[CH2:9]2)=[CH:5][CH:4]=1.[I:20][C:21]1[CH:38]=[CH:37][C:24]2[N:25]3[CH2:31][N:29]([CH2:30][C:23]=2[CH:22]=1)[C:28]1[CH:32]=[CH:33][C:34](I)=[CH:35][C:27]=1[CH2:26]3.CC1C=CC=CC=1P(C1C=CC=CC=1C)C1C=CC=CC=1C.[C:61]([OH:68])(=[O:67])/[CH:62]=[CH:63]/[C:64]([OH:66])=[O:65]. Given the product [C:61]([OH:68])(=[O:67])/[CH:62]=[CH:63]/[C:64]([OH:66])=[O:65].[N:10]12[CH2:15][CH2:14][CH:13]([CH2:12][CH2:11]1)[CH:8]([O:7][C:6]1[CH:16]=[CH:17][C:3]([C:34]3[CH:33]=[CH:32][C:28]4[N:29]5[CH2:31][N:25]([CH2:26][C:27]=4[CH:35]=3)[C:24]3[CH:37]=[CH:38][C:21]([I:20])=[CH:22][C:23]=3[CH2:30]5)=[CH:4][CH:5]=1)[CH2:9]2, predict the reactants needed to synthesize it.